This data is from Forward reaction prediction with 1.9M reactions from USPTO patents (1976-2016). The task is: Predict the product of the given reaction. (1) Given the reactants C(OC([N:8]1[CH2:17][CH2:16][C:15]2[C@:10]([CH2:28][O:29][CH3:30])([CH2:11][C:12]3[CH:20]=[N:19][N:18]([C:21]4[CH:26]=[CH:25][C:24]([F:27])=[CH:23][CH:22]=4)[C:13]=3[CH:14]=2)[CH2:9]1)=O)(C)(C)C.[F:31][C:32]1[CH:37]=[CH:36][C:35]([S:38](Cl)(=[O:40])=[O:39])=[CH:34][CH:33]=1, predict the reaction product. The product is: [F:31][C:32]1[CH:37]=[CH:36][C:35]([S:38]([N:8]2[CH2:17][CH2:16][C:15]3[C@:10]([CH2:28][O:29][CH3:30])([CH2:11][C:12]4[CH:20]=[N:19][N:18]([C:21]5[CH:22]=[CH:23][C:24]([F:27])=[CH:25][CH:26]=5)[C:13]=4[CH:14]=3)[CH2:9]2)(=[O:40])=[O:39])=[CH:34][CH:33]=1. (2) Given the reactants [CH2:1]([O:3][C:4]([C:6]([CH3:35])([O:8][C:9]1[CH:14]=[CH:13][C:12]([CH2:15][CH2:16][CH2:17][C:18]([NH:20][N:21]([CH2:28][C:29]2[CH:34]=[CH:33][CH:32]=[CH:31][CH:30]=2)[C:22]([NH:24][CH2:25][CH2:26][CH3:27])=[O:23])=[O:19])=[CH:11][CH:10]=1)[CH3:7])=[O:5])[CH3:2].C(OC(=O)C(OC1C=CC(CCCC2N(CCC)C(=O)N(CC3C=CC=CC=3)N=2)=CC=1)(C)C)C.C12(CS(O)(=O)=O)C(C)(C)C(CC1)CC2=O, predict the reaction product. The product is: [CH2:1]([O:3][C:4]([C:6]([CH3:35])([O:8][C:9]1[CH:14]=[CH:13][C:12]([CH2:15][CH2:16][CH2:17][C:18]([NH:20][N:21]([CH2:28][C:29]2[CH:30]=[CH:31][CH:32]=[CH:33][CH:34]=2)[C:22]([NH:24][CH2:25][CH2:26][CH3:27])=[O:23])=[O:19])=[CH:11][CH:10]=1)[CH3:7])=[O:5])[CH3:2].